Dataset: Forward reaction prediction with 1.9M reactions from USPTO patents (1976-2016). Task: Predict the product of the given reaction. Given the reactants [CH2:1]([CH:4]([CH2:15][CH:16]=[CH2:17])[CH2:5][O:6][SiH2:7][C:8]1[CH:13]=[CH:12][C:11](Br)=[CH:10][CH:9]=1)[CH:2]=[CH2:3].C([O-])([O-])=O.[K+].[K+].[C:24]1(B(O)O)[CH:29]=[CH:28][CH:27]=[CH:26][CH:25]=1, predict the reaction product. The product is: [CH2:1]([CH:4]([CH2:15][CH:16]=[CH2:17])[CH2:5][O:6][SiH2:7][C:8]1[CH:13]=[CH:12][C:11]([C:24]2[CH:29]=[CH:28][CH:27]=[CH:26][CH:25]=2)=[CH:10][CH:9]=1)[CH:2]=[CH2:3].